Dataset: Full USPTO retrosynthesis dataset with 1.9M reactions from patents (1976-2016). Task: Predict the reactants needed to synthesize the given product. (1) Given the product [Cl:1][C:2]1[N:3]=[N:4][C:5]([N:12]2[CH2:11][CH2:10][N:9]([C:15]([O:17][C:18]([CH3:21])([CH3:20])[CH3:19])=[O:16])[CH2:14][CH2:13]2)=[CH:6][CH:7]=1, predict the reactants needed to synthesize it. The reactants are: [Cl:1][C:2]1[N:3]=[N:4][C:5](Cl)=[CH:6][CH:7]=1.[N:9]1([C:15]([O:17][C:18]([CH3:21])([CH3:20])[CH3:19])=[O:16])[CH2:14][CH2:13][NH:12][CH2:11][CH2:10]1.C(N(CC)C(C)C)(C)C. (2) Given the product [C:1]([O:5][C:6]([N:8]1[CH2:12][C@@H:11]([CH2:13][N:14]([CH:31]([CH3:32])[CH3:33])[C:15](=[O:30])[C:16]2[CH:21]=[CH:20][C:19]([O:22][CH3:23])=[C:18]([O:24][CH2:25][CH2:26][CH2:27][O:28][CH3:29])[CH:17]=2)[C@H:10]([NH:34][CH2:36][C:37](=[O:38])[NH:39][CH:40]2[CH2:42][CH2:41]2)[CH2:9]1)=[O:7])([CH3:3])([CH3:4])[CH3:2], predict the reactants needed to synthesize it. The reactants are: [C:1]([O:5][C:6]([N:8]1[CH2:12][C@@H:11]([CH2:13][N:14]([CH:31]([CH3:33])[CH3:32])[C:15](=[O:30])[C:16]2[CH:21]=[CH:20][C:19]([O:22][CH3:23])=[C:18]([O:24][CH2:25][CH2:26][CH2:27][O:28][CH3:29])[CH:17]=2)[C@H:10]([NH2:34])[CH2:9]1)=[O:7])([CH3:4])([CH3:3])[CH3:2].Br[CH2:36][C:37]([NH:39][CH:40]1[CH2:42][CH2:41]1)=[O:38].C(=O)([O-])[O-].[Cs+].[Cs+].C([O-])(O)=O.[Na+]. (3) The reactants are: [NH2:1][CH2:2][C:3]1[CH:4]=[C:5]([CH:9]2[N:12]([C:13]3[CH:18]=[CH:17][C:16]([F:19])=[CH:15][CH:14]=3)[C:11](=[O:20])[CH:10]2[CH2:21][CH2:22][CH:23]([C:25]2[CH:30]=[CH:29][C:28]([F:31])=[CH:27][CH:26]=2)[OH:24])[CH:6]=[CH:7][CH:8]=1.[OH:32][CH:33]([CH:55]([OH:62])[CH:56]([OH:61])[CH:57]([OH:60])[CH2:58][OH:59])[C:34](=[O:54])[CH2:35][O:36][CH2:37][CH2:38][O:39][CH2:40][CH2:41][NH:42][C:43]([CH2:45][O:46][CH2:47][CH2:48][O:49][CH2:50][C:51](O)=[O:52])=[O:44].C(N=C=NC(C)C)(C)C.OC1C2N=NNC=2C=CC=1. Given the product [F:19][C:16]1[CH:15]=[CH:14][C:13]([N:12]2[C:11](=[O:20])[CH:10]([CH2:21][CH2:22][CH:23]([C:25]3[CH:26]=[CH:27][C:28]([F:31])=[CH:29][CH:30]=3)[OH:24])[CH:9]2[C:5]2[CH:4]=[C:3]([CH:8]=[CH:7][CH:6]=2)[CH2:2][NH:1][C:51](=[O:52])[CH2:50][O:49][CH2:48][CH2:47][O:46][CH2:45][C:43](=[O:44])[NH:42][CH2:41][CH2:40][O:39][CH2:38][CH2:37][O:36][CH2:35][C:34](=[O:54])[CH:33]([OH:32])[CH:55]([OH:62])[CH:56]([OH:61])[CH:57]([OH:60])[CH2:58][OH:59])=[CH:18][CH:17]=1, predict the reactants needed to synthesize it. (4) Given the product [C:23]([O:22][C:20](=[O:21])[N:19]([CH3:29])[CH:15]1[CH2:16][CH2:17][CH2:18][NH:13][CH2:14]1)([CH3:24])([CH3:25])[CH3:26], predict the reactants needed to synthesize it. The reactants are: [H-].[Na+].C(OC([N:13]1[CH2:18][CH2:17][CH2:16][CH:15]([NH:19][C:20]([O:22][C:23]([CH3:26])([CH3:25])[CH3:24])=[O:21])[CH2:14]1)=O)C1C=CC=CC=1.CI.[CH3:29]N(C)C=O. (5) Given the product [F:15][C:16]([F:20])([F:19])[CH2:17][S:18][C:2]1[C:10]2[C:5](=[N:6][CH:7]=[CH:8][CH:9]=2)[NH:4][C:3]=1[C:11]([OH:13])=[O:12], predict the reactants needed to synthesize it. The reactants are: Cl[C:2]1[C:10]2[C:5](=[N:6][CH:7]=[CH:8][CH:9]=2)[NH:4][C:3]=1[C:11]([O:13]C)=[O:12].[F:15][C:16]([F:20])([F:19])[CH2:17][S-:18].[K+].[OH-].[Li+]. (6) Given the product [CH3:2][O:3][C:4](=[O:10])[CH2:5][CH2:6][CH2:7][NH:8][CH2:9][C:29](=[O:30])[CH2:28][CH2:27][N:24]1[CH2:25][CH2:26][CH:21]([O:20][C:18](=[O:19])[NH:17][C:12]2[CH:13]=[CH:14][CH:15]=[CH:16][C:11]=2[C:32]2[CH:33]=[CH:34][CH:35]=[CH:36][CH:37]=2)[CH2:22][CH2:23]1, predict the reactants needed to synthesize it. The reactants are: Cl.[CH3:2][O:3][C:4](=[O:10])[CH2:5][CH2:6][CH2:7][NH:8][CH3:9].[C:11]1([C:32]2[CH:37]=[CH:36][CH:35]=[CH:34][CH:33]=2)[CH:16]=[CH:15][CH:14]=[CH:13][C:12]=1[NH:17][C:18]([O:20][CH:21]1[CH2:26][CH2:25][N:24]([CH2:27][CH2:28][C:29](O)=[O:30])[CH2:23][CH2:22]1)=[O:19].F[P-](F)(F)(F)(F)F.C[N+](C)=C(N(C)C)ON1C2N=CC=CC=2N=N1.C(N(CC)C(C)C)(C)C. (7) Given the product [Cl:22][C:23]1[N:27]=[C:26]([N:1]2[CH2:2][CH2:3][CH:4]([NH:7][C:8](=[O:14])[O:9][C:10]([CH3:11])([CH3:13])[CH3:12])[CH2:5][CH2:6]2)[S:25][N:24]=1, predict the reactants needed to synthesize it. The reactants are: [NH:1]1[CH2:6][CH2:5][CH:4]([NH:7][C:8](=[O:14])[O:9][C:10]([CH3:13])([CH3:12])[CH3:11])[CH2:3][CH2:2]1.C(N(CC)CC)C.[Cl:22][C:23]1[N:27]=[C:26](Cl)[S:25][N:24]=1. (8) The reactants are: [Cl-].C[O:3]C[P+](C1C=CC=CC=1)(C1C=CC=CC=1)C1C=CC=CC=1.[K].C[Si]([NH-])(C)C.[F:30][C:31]1[CH:36]=[CH:35][C:34]([C:37]2[N:38]=[CH:39][N:40]3[C:49]=2[CH:48]=[C:47]2[C@@:42]([CH3:52])([C@@H:43](C=O)[CH2:44][CH2:45][CH2:46]2)[CH2:41]3)=[CH:33][CH:32]=1.Cl.N.C1[CH2:59][O:58][CH2:57][CH2:56]1. Given the product [F:30][C:31]1[CH:36]=[CH:35][C:34]([C:37]2[N:38]=[CH:39][N:40]3[C:49]=2[CH:48]=[C:47]2[C@@:42]([CH3:52])([C@@H:43]([CH2:56][CH:57]([O:58][CH3:59])[OH:3])[CH2:44][CH2:45][CH2:46]2)[CH2:41]3)=[CH:33][CH:32]=1, predict the reactants needed to synthesize it. (9) Given the product [F:28][C:29]1[CH:30]=[C:31]([C:2]2[CH:14]=[CH:13][C:5]([O:6][CH2:7][C:8]([OH:10])=[O:9])=[C:4]([C:15]([C:17]3[CH:18]=[N:19][N:20]([C:22]4[CH:27]=[CH:26][CH:25]=[CH:24][CH:23]=4)[CH:21]=3)=[O:16])[CH:3]=2)[CH:32]=[C:33]([F:35])[CH:34]=1, predict the reactants needed to synthesize it. The reactants are: Br[C:2]1[CH:14]=[CH:13][C:5]([O:6][CH2:7][C:8]([O:10]CC)=[O:9])=[C:4]([C:15]([C:17]2[CH:18]=[N:19][N:20]([C:22]3[CH:27]=[CH:26][CH:25]=[CH:24][CH:23]=3)[CH:21]=2)=[O:16])[CH:3]=1.[F:28][C:29]1[CH:30]=[C:31](B(O)O)[CH:32]=[C:33]([F:35])[CH:34]=1. (10) Given the product [Br:1][C:2]1[CH:3]=[CH:4][C:5]([CH3:11])=[C:6]([CH:10]=1)[C:7]([C:21]1[CH:22]=[CH:23][C:18]([O:24][CH3:25])=[CH:19][CH:20]=1)=[O:9], predict the reactants needed to synthesize it. The reactants are: [Br:1][C:2]1[CH:3]=[CH:4][C:5]([CH3:11])=[C:6]([CH:10]=1)[C:7]([OH:9])=O.C(Cl)(=O)C(Cl)=O.[C:18]1([O:24][CH3:25])[CH:23]=[CH:22][CH:21]=[CH:20][CH:19]=1.[Al+3].[Cl-].[Cl-].[Cl-].